This data is from Full USPTO retrosynthesis dataset with 1.9M reactions from patents (1976-2016). The task is: Predict the reactants needed to synthesize the given product. (1) Given the product [CH2:1]([N:3]1[C:9]2[CH:10]=[C:11]([NH2:14])[CH:12]=[CH:13][C:8]=2[O:7][CH2:6][CH:5]([N:17]2[CH2:18][CH2:19][O:20][CH2:21][CH2:22]2)[CH2:4]1)[CH3:2], predict the reactants needed to synthesize it. The reactants are: [CH2:1]([N:3]1[C:9]2[CH:10]=[C:11]([N+:14]([O-])=O)[CH:12]=[CH:13][C:8]=2[O:7][CH2:6][CH:5]([N:17]2[CH2:22][CH2:21][O:20][CH2:19][CH2:18]2)[CH2:4]1)[CH3:2]. (2) Given the product [C:1]([CH:5]([CH2:11][C:12]1[CH:17]=[CH:16][C:15]([O:18][CH3:19])=[CH:14][C:13]=1[CH2:20][NH2:21])[CH2:6][C:7]([O:9][CH3:10])=[O:8])([O:3][CH3:4])=[O:2], predict the reactants needed to synthesize it. The reactants are: [C:1]([CH:5]([CH2:11][C:12]1[CH:17]=[CH:16][C:15]([O:18][CH3:19])=[CH:14][C:13]=1[CH2:20][N:21](C(OC(C)(C)C)=O)C(OC(C)(C)C)=O)[CH2:6][C:7]([O:9][CH3:10])=[O:8])([O:3][CH3:4])=[O:2]. (3) Given the product [CH2:11]1[CH2:10][O:9][C:8]23[O:13][CH2:14][CH2:1][O:2][C:3]2([C@:4]2([CH2:27][CH2:26][C@H:25]4[C@@H:15]([CH2:16][C@H:17]([CH2:28][CH2:29][OH:31])[CH:18]5[C@:23]4([CH3:24])[CH2:22][CH2:21][CH2:20][CH2:19]5)[C@@H:6]2[CH2:7]3)[CH3:5])[O:12]1, predict the reactants needed to synthesize it. The reactants are: [CH2:1]1[CH2:14][O:13][C:8]23[O:9][CH2:10][CH2:11][O:12][C:3]2([C@:4]2([CH2:27][CH2:26][C@H:25]4[C@@H:15]([CH2:16][C@H:17]([CH:28]=[CH2:29])[CH:18]5[C@:23]4([CH3:24])[CH2:22][CH2:21][CH2:20][CH2:19]5)[C@@H:6]2[CH2:7]3)[CH3:5])[O:2]1.C1COC23OCCOC2([C@]2(CC[C@H]4[C@@H](C[C@H](CO)C5[C@]4(C)CCCC5)[C@@H]2C3)C)[O:31]1. (4) Given the product [CH:13]1([NH:16][C:17](=[O:18])[C:19]2[CH:24]=[CH:23][C:22]([C:2]3[N:6]4[CH:7]=[C:8]([Cl:12])[CH:9]=[C:10]([Cl:11])[C:5]4=[N:4][CH:3]=3)=[CH:21][CH:20]=2)[CH2:14][CH2:15]1, predict the reactants needed to synthesize it. The reactants are: Br[C:2]1[N:6]2[CH:7]=[C:8]([Cl:12])[CH:9]=[C:10]([Cl:11])[C:5]2=[N:4][CH:3]=1.[CH:13]1([NH:16][C:17]([C:19]2[CH:24]=[CH:23][C:22](B(O)O)=[CH:21][CH:20]=2)=[O:18])[CH2:15][CH2:14]1.C(=O)([O-])[O-].[K+].[K+].O.